Dataset: Forward reaction prediction with 1.9M reactions from USPTO patents (1976-2016). Task: Predict the product of the given reaction. Given the reactants [C:1]([C:5]1[N:10]=[CH:9][C:8]([C:11]2[N:12]([C:32]([N:34]3[CH2:39][CH2:38][CH:37]([CH2:40][C:41](O)=[O:42])[CH2:36][CH2:35]3)=[O:33])[C@@:13]([C:25]3[CH:30]=[CH:29][C:28]([Cl:31])=[CH:27][CH:26]=3)([CH3:24])[C@@:14]([C:17]3[CH:22]=[CH:21][C:20]([Cl:23])=[CH:19][CH:18]=3)([CH3:16])[N:15]=2)=[C:7]([O:44][CH2:45][CH3:46])[CH:6]=1)([CH3:4])([CH3:3])[CH3:2].[CH3:47][C:48]1[CH:54]=[CH:53][C:52]([CH3:55])=[CH:51][C:49]=1[NH2:50], predict the reaction product. The product is: [C:1]([C:5]1[N:10]=[CH:9][C:8]([C:11]2[N:12]([C:32]([N:34]3[CH2:39][CH2:38][CH:37]([CH2:40][C:41]([NH:50][C:49]4[CH:51]=[C:52]([CH3:55])[CH:53]=[CH:54][C:48]=4[CH3:47])=[O:42])[CH2:36][CH2:35]3)=[O:33])[C@@:13]([C:25]3[CH:30]=[CH:29][C:28]([Cl:31])=[CH:27][CH:26]=3)([CH3:24])[C@@:14]([C:17]3[CH:22]=[CH:21][C:20]([Cl:23])=[CH:19][CH:18]=3)([CH3:16])[N:15]=2)=[C:7]([O:44][CH2:45][CH3:46])[CH:6]=1)([CH3:2])([CH3:3])[CH3:4].